From a dataset of Catalyst prediction with 721,799 reactions and 888 catalyst types from USPTO. Predict which catalyst facilitates the given reaction. (1) Reactant: [Br:1][C:2]1[CH:7]=[CH:6][C:5]([C:8]2([C:18](OC)=[O:19])[CH2:17][CH2:16][C:11]3([O:15][CH2:14][CH2:13][O:12]3)[CH2:10][CH2:9]2)=[CH:4][CH:3]=1.ClCCl.CC(C[AlH]CC(C)C)C.S([O-])([O-])(=O)=O.[Mg+2]. Product: [Br:1][C:2]1[CH:7]=[CH:6][C:5]([C:8]2([CH2:18][OH:19])[CH2:9][CH2:10][C:11]3([O:12][CH2:13][CH2:14][O:15]3)[CH2:16][CH2:17]2)=[CH:4][CH:3]=1. The catalyst class is: 11. (2) Reactant: [CH3:1][C:2]([CH3:18])([CH3:17])[CH2:3][N:4]1[C:12]2[C:7](=[C:8]([CH2:14][CH2:15][CH3:16])[C:9]([OH:13])=[CH:10][CH:11]=2)[CH:6]=[CH:5]1.Br[CH2:20][CH2:21][CH2:22][CH2:23][O:24][C:25]1[CH:32]=[CH:31][C:28]([C:29]#[N:30])=[CH:27][CH:26]=1.C([O-])([O-])=O.[K+].[K+].C[Si]([N:43]=[N+:44]=[N-:45])(C)C.C([Sn](=O)CCCC)CCC. Product: [CH3:1][C:2]([CH3:17])([CH3:18])[CH2:3][N:4]1[C:12]2[C:7](=[C:8]([CH2:14][CH2:15][CH3:16])[C:9]([O:13][CH2:20][CH2:21][CH2:22][CH2:23][O:24][C:25]3[CH:32]=[CH:31][C:28]([C:29]4[NH:45][N:44]=[N:43][N:30]=4)=[CH:27][CH:26]=3)=[CH:10][CH:11]=2)[CH:6]=[CH:5]1. The catalyst class is: 588. (3) Reactant: I[C:2]1[CH:3]=[N:4][N:5]([CH:7]2[CH2:12][CH2:11][CH2:10][CH2:9][O:8]2)[CH:6]=1.[C:13]1(B2OC(C)(C)C(C)(C)O2)[CH2:18][CH2:17][CH2:16][CH2:15][CH:14]=1.C(=O)([O-])[O-].[K+].[K+].O. Product: [C:13]1([C:2]2[CH:3]=[N:4][N:5]([CH:7]3[CH2:12][CH2:11][CH2:10][CH2:9][O:8]3)[CH:6]=2)[CH2:18][CH2:17][CH2:16][CH2:15][CH:14]=1. The catalyst class is: 151. (4) Reactant: [Si:1]([O:8][CH:9]1[CH2:15][CH:14]2[NH:16][CH:10]1[CH2:11][C:12](=[CH:17][C:18]([O:20][CH3:21])=[O:19])[CH2:13]2)([C:4]([CH3:7])([CH3:6])[CH3:5])([CH3:3])[CH3:2].[C:22](Cl)([O:24][CH2:25][C:26]1[CH:31]=[CH:30][CH:29]=[CH:28][CH:27]=1)=[O:23]. Product: [Si:1]([O:8][CH:9]1[CH2:15][CH:14]2[N:16]([C:22]([O:24][CH2:25][C:26]3[CH:31]=[CH:30][CH:29]=[CH:28][CH:27]=3)=[O:23])[CH:10]1[CH2:11][CH:12]([CH2:17][C:18]([O:20][CH3:21])=[O:19])[CH2:13]2)([C:4]([CH3:7])([CH3:6])[CH3:5])([CH3:2])[CH3:3]. The catalyst class is: 2. (5) Reactant: [F:1][C:2]1[CH:3]=[C:4]([CH3:18])[CH:5]=[C:6]2[C:10]=1[NH:9][C:8]1[CH2:11][CH:12]3[N:16]([CH2:17][C:7]2=1)[CH2:15][CH2:14][CH2:13]3.[H-].[Na+].[CH3:21][C:22]1([C:25]2[CH:30]=[CH:29][N:28]=[CH:27][CH:26]=2)[CH2:24][O:23]1. Product: [F:1][C:2]1[CH:3]=[C:4]([CH3:18])[CH:5]=[C:6]2[C:10]=1[N:9]([CH2:21][C:22]([C:25]1[CH:30]=[CH:29][N:28]=[CH:27][CH:26]=1)([OH:23])[CH3:24])[C:8]1[CH2:11][CH:12]3[N:16]([CH2:17][C:7]2=1)[CH2:15][CH2:14][CH2:13]3. The catalyst class is: 3. (6) Reactant: [C:1](=[N:14][C:15]1[CH:16]=[CH:17][C:18]([F:29])=[C:19]([C@@:21]2([CH3:28])[NH:26][C:25](=S)[CH2:24][O:23][CH2:22]2)[CH:20]=1)([C:8]1[CH:13]=[CH:12][CH:11]=[CH:10][CH:9]=1)[C:2]1[CH:7]=[CH:6][CH:5]=[CH:4][CH:3]=1.[NH3:30].C(OO)(C)(C)C. Product: [C:1](=[N:14][C:15]1[CH:16]=[CH:17][C:18]([F:29])=[C:19]([C@:21]2([CH3:28])[CH2:22][O:23][CH2:24][C:25]([NH2:30])=[N:26]2)[CH:20]=1)([C:8]1[CH:13]=[CH:12][CH:11]=[CH:10][CH:9]=1)[C:2]1[CH:7]=[CH:6][CH:5]=[CH:4][CH:3]=1. The catalyst class is: 24. (7) The catalyst class is: 18. Product: [C:21]([O:20][C:18]([N:10]([C:7]1[C:6]2[CH:25]=[C:26]([Cl:27])[C:3]([CH2:2][O:38][C:29]3[CH:30]=[CH:31][C:32]4[CH2:33][CH2:34][CH2:35][CH2:36][C:37]=4[CH:28]=3)=[CH:4][C:5]=2[O:9][N:8]=1)[C:11](=[O:17])[O:12][C:13]([CH3:15])([CH3:16])[CH3:14])=[O:19])([CH3:23])([CH3:24])[CH3:22]. Reactant: Br[CH2:2][C:3]1[C:26]([Cl:27])=[CH:25][C:6]2[C:7]([N:10]([C:18]([O:20][C:21]([CH3:24])([CH3:23])[CH3:22])=[O:19])[C:11](=[O:17])[O:12][C:13]([CH3:16])([CH3:15])[CH3:14])=[N:8][O:9][C:5]=2[CH:4]=1.[CH:28]1[C:37]2[CH2:36][CH2:35][CH2:34][CH2:33][C:32]=2[CH:31]=[CH:30][C:29]=1[OH:38].C(=O)([O-])[O-].[K+].[K+].